Task: Predict the reactants needed to synthesize the given product.. Dataset: Full USPTO retrosynthesis dataset with 1.9M reactions from patents (1976-2016) (1) Given the product [N+:1]([C:4]1[CH:5]=[CH:6][C:7]([O:8][CH2:9][CH2:10][O:11][CH2:12][CH2:13][CH2:14][C:15]([O:17][CH2:18][CH3:19])=[O:16])=[CH:25][CH:26]=1)([O-:3])=[O:2], predict the reactants needed to synthesize it. The reactants are: [N+:1]([C:4]1[CH:26]=[CH:25][C:7]([O:8][CH2:9][CH2:10][O:11][CH2:12][CH2:13][CH:14](C(OCC)=O)[C:15]([O:17][CH2:18][CH3:19])=[O:16])=[CH:6][CH:5]=1)([O-:3])=[O:2].O.[Cl-].[Na+]. (2) Given the product [NH2:27][S:24]([C:21]1[CH:20]=[CH:19][C:18]([CH2:17][CH2:16][NH:15][C:12]([C:10]2[S:11][C:7]([C:4]3[CH:3]=[CH:2][N:1]=[CH:6][CH:5]=3)=[CH:8][CH:9]=2)=[O:14])=[CH:23][CH:22]=1)(=[O:25])=[O:26], predict the reactants needed to synthesize it. The reactants are: [N:1]1[CH:6]=[CH:5][C:4]([C:7]2[S:11][C:10]([C:12]([OH:14])=O)=[CH:9][CH:8]=2)=[CH:3][CH:2]=1.[NH2:15][CH2:16][CH2:17][C:18]1[CH:23]=[CH:22][C:21]([S:24]([NH2:27])(=[O:26])=[O:25])=[CH:20][CH:19]=1. (3) Given the product [CH3:25][O:26][C:27]1[CH:28]=[CH:29][C:30]([S:33]([NH:1][C:2]2[CH:7]=[CH:6][CH:5]=[CH:4][C:3]=2[NH:8][C:9]([NH:11][C:12]2[CH:17]=[CH:16][CH:15]=[CH:14][CH:13]=2)=[O:10])(=[O:35])=[O:34])=[CH:31][CH:32]=1, predict the reactants needed to synthesize it. The reactants are: [NH2:1][C:2]1[CH:7]=[CH:6][CH:5]=[CH:4][C:3]=1[NH:8][C:9]([NH:11][C:12]1[CH:17]=[CH:16][CH:15]=[CH:14][CH:13]=1)=[O:10].C(N(CC)CC)C.[CH3:25][O:26][C:27]1[CH:32]=[CH:31][C:30]([S:33](Cl)(=[O:35])=[O:34])=[CH:29][CH:28]=1. (4) Given the product [Cl:30][C:27]1[CH:26]=[CH:25][C:24]([CH2:23][O:22][C:19]2[CH:18]=[CH:17][C:16]([S:13]([CH:8]3[CH2:7][CH:6]([C:4]([OH:5])=[O:3])[CH2:11][CH2:10][N:9]3[CH3:12])(=[O:15])=[O:14])=[CH:21][CH:20]=2)=[CH:29][CH:28]=1, predict the reactants needed to synthesize it. The reactants are: C([O:3][C:4]([CH:6]1[CH2:11][CH2:10][N:9]([CH3:12])[CH:8]([S:13]([C:16]2[CH:21]=[CH:20][C:19]([O:22][CH2:23][C:24]3[CH:29]=[CH:28][C:27]([Cl:30])=[CH:26][CH:25]=3)=[CH:18][CH:17]=2)(=[O:15])=[O:14])[CH2:7]1)=[O:5])C.